Predict which catalyst facilitates the given reaction. From a dataset of Catalyst prediction with 721,799 reactions and 888 catalyst types from USPTO. Reactant: [Br:1][C:2]1[CH:6]=[C:5]([C:7]2[O:12][C:11](=[O:13])[C:10]3[CH:14]=[C:15]([Br:19])[CH:16]=[C:17]([Br:18])[C:9]=3[N:8]=2)[N:4]([C:20]2[C:25]([Cl:26])=[CH:24][CH:23]=[CH:22][N:21]=2)[N:3]=1.[CH3:27][NH:28][NH2:29].O1CCCC1. Product: [Br:1][C:2]1[CH:6]=[C:5]([C:7]([NH:8][C:9]2[C:17]([Br:18])=[CH:16][C:15]([Br:19])=[CH:14][C:10]=2[C:11]([N:28]([CH3:27])[NH2:29])=[O:13])=[O:12])[N:4]([C:20]2[C:25]([Cl:26])=[CH:24][CH:23]=[CH:22][N:21]=2)[N:3]=1. The catalyst class is: 6.